Predict the product of the given reaction. From a dataset of Forward reaction prediction with 1.9M reactions from USPTO patents (1976-2016). (1) The product is: [C:14]1([P:7](=[O:36])([C:1]2[CH:2]=[CH:3][CH:4]=[CH:5][CH:6]=2)[C:8]2[CH:13]=[CH:12][CH:11]=[CH:10][CH:9]=2)[CH:15]=[CH:16][CH:17]=[CH:18][CH:19]=1.[Br:27][C:28]1[CH:33]=[CH:32][C:31]([CH2:34][CH2:35][I:25])=[C:30]([CH3:37])[CH:29]=1. Given the reactants [C:1]1([P:7]([C:14]2[CH:19]=[CH:18][CH:17]=[CH:16][CH:15]=2)[C:8]2[CH:13]=[CH:12][CH:11]=[CH:10][CH:9]=2)[CH:6]=[CH:5][CH:4]=[CH:3][CH:2]=1.N1C=CN=C1.[I:25]I.[Br:27][C:28]1[CH:33]=[CH:32][C:31]([CH2:34][CH2:35][OH:36])=[C:30]([CH3:37])[CH:29]=1, predict the reaction product. (2) Given the reactants C1C(=O)N([Br:8])C(=O)C1.[NH2:9][C:10]1[CH:11]=[CH:12][CH:13]=[C:14]2[C:18]=1[C:17](=[O:19])[N:16]([CH3:20])[CH2:15]2.S([O-])([O-])(=O)=S.[Na+].[Na+], predict the reaction product. The product is: [NH2:9][C:10]1[CH:11]=[CH:12][C:13]([Br:8])=[C:14]2[C:18]=1[C:17](=[O:19])[N:16]([CH3:20])[CH2:15]2. (3) Given the reactants BrCCBr.[Li+].[Cl-:6].I[C:8]1[CH:13]=[C:12]([Cl:14])[CH:11]=[CH:10][C:9]=1[C@@H:15]1[CH2:19][NH:18][C:17](=[O:20])[CH2:16]1.[CH:21]([C:23]1[CH:24]=[C:25]([CH:30]=[CH:31][CH:32]=1)[C:26]([O:28]C)=[O:27])=[O:22].C1C[O:36]CC1, predict the reaction product. The product is: [ClH:14].[NH2:18][CH2:19][C@@H:15]([C:9]1[CH:10]=[C:11]([Cl:6])[CH:12]=[CH:13][C:8]=1[CH:21]([OH:22])[C:23]1[CH:24]=[C:25]([CH:30]=[CH:31][CH:32]=1)[C:26]([OH:28])=[O:27])[CH2:16][C:17]([OH:20])=[O:36]. (4) Given the reactants [C:1](=O)([O-])[O-].[K+].[K+].[C:7]1([CH2:13][CH2:14][NH2:15])[CH:12]=[CH:11][CH:10]=[CH:9][CH:8]=1.[CH:16]1[C:25]2[C:20](=[CH:21][CH:22]=[CH:23][CH:24]=2)[CH:19]=[CH:18][C:17]=1[O:26][CH2:27][CH2:28][CH2:29]CCl, predict the reaction product. The product is: [C:7]1([CH2:13][CH2:14][NH:15][CH2:1][CH:27]([O:26][C:17]2[CH:18]=[CH:19][C:20]3[C:25](=[CH:24][CH:23]=[CH:22][CH:21]=3)[CH:16]=2)[CH2:28][CH3:29])[CH:12]=[CH:11][CH:10]=[CH:9][CH:8]=1.